This data is from Peptide-MHC class I binding affinity with 185,985 pairs from IEDB/IMGT. The task is: Regression. Given a peptide amino acid sequence and an MHC pseudo amino acid sequence, predict their binding affinity value. This is MHC class I binding data. (1) The binding affinity (normalized) is 0.398. The MHC is HLA-C08:02 with pseudo-sequence HLA-C08:02. The peptide sequence is FAPDRVGAL. (2) The peptide sequence is LAKSVFNSL. The MHC is HLA-B08:02 with pseudo-sequence HLA-B08:02. The binding affinity (normalized) is 0.0847. (3) The peptide sequence is VKSMILHEIL. The MHC is HLA-A02:05 with pseudo-sequence HLA-A02:05. The binding affinity (normalized) is 0.165. (4) The peptide sequence is VSGSWVSCF. The MHC is H-2-Kb with pseudo-sequence H-2-Kb. The binding affinity (normalized) is 0.419. (5) The peptide sequence is IAHVRDVVM. The MHC is HLA-A02:11 with pseudo-sequence HLA-A02:11. The binding affinity (normalized) is 0.0847. (6) The peptide sequence is TLDESFLGRY. The MHC is HLA-A23:01 with pseudo-sequence HLA-A23:01. The binding affinity (normalized) is 0.